This data is from Reaction yield outcomes from USPTO patents with 853,638 reactions. The task is: Predict the reaction yield, written as a fraction of the theoretical maximum amount of product (1.0 means a 100% yield; for example, 0.34 means a 34% yield). (1) The reactants are [C:1]([O:5][C:6]([N:8]1[CH2:13][CH2:12][C:11]2[NH:14][C:15]([I:17])=[N:16][C:10]=2[CH2:9]1)=[O:7])([CH3:4])([CH3:3])[CH3:2].[H-].[Na+].[CH3:20][Si:21]([CH2:24][CH2:25][O:26][CH2:27]Cl)([CH3:23])[CH3:22]. The catalyst is C1COCC1. The product is [C:1]([O:5][C:6]([N:8]1[CH2:13][CH2:12][C:11]2[N:14]([CH2:27][O:26][CH2:25][CH2:24][Si:21]([CH3:23])([CH3:22])[CH3:20])[C:15]([I:17])=[N:16][C:10]=2[CH2:9]1)=[O:7])([CH3:4])([CH3:2])[CH3:3]. The yield is 0.990. (2) The reactants are [CH3:1][N:2]([CH2:20][C:21]([O:23]C(C)(C)C)=[O:22])[C:3]1[CH:8]=[N:7][CH:6]=[C:5]([C:9]2[S:10][C:11]3[CH:19]=[CH:18][CH:17]=[CH:16][C:12]=3[C:13](=[O:15])[N:14]=2)[N:4]=1.C(OC(C)C)(C)C. The catalyst is FC(F)(F)C(O)=O. The product is [CH3:1][N:2]([CH2:20][C:21]([OH:23])=[O:22])[C:3]1[CH:8]=[N:7][CH:6]=[C:5]([C:9]2[S:10][C:11]3[CH:19]=[CH:18][CH:17]=[CH:16][C:12]=3[C:13](=[O:15])[N:14]=2)[N:4]=1. The yield is 0.870. (3) The reactants are [C:1]([O:4][C:5]1[CH:6]=[C:7]([CH:11]=[CH:12][CH:13]=1)[C:8]([OH:10])=O)(=[O:3])[CH3:2].CN(C)C=O.[F:19][C:20]([F:29])([F:28])[C:21]1[CH:27]=[CH:26][C:24]([NH2:25])=[CH:23][CH:22]=1.C(N(C(C)C)C(C)C)C. The catalyst is S(Cl)(Cl)=O.O. The product is [C:1]([O:4][C:5]1[CH:13]=[CH:12][CH:11]=[C:7]([C:8]([NH:25][C:24]2[CH:26]=[CH:27][C:21]([C:20]([F:19])([F:28])[F:29])=[CH:22][CH:23]=2)=[O:10])[CH:6]=1)(=[O:3])[CH3:2]. The yield is 0.860. (4) The reactants are [CH3:1][NH:2][CH2:3][C:4]1[S:5][CH:6]=[CH:7][CH:8]=1.[CH3:9][C:10]([CH3:15])([CH3:14])[C:11](Cl)=[O:12].C(O)C(N)(CO)CO. The catalyst is C(Cl)Cl. The product is [CH3:9][C:10]([CH3:15])([CH3:14])[C:11]([N:2]([CH3:1])[CH2:3][C:4]1[S:5][CH:6]=[CH:7][CH:8]=1)=[O:12]. The yield is 0.800. (5) The reactants are [CH3:1][N:2]1[CH:6]=[CH:5][N:4]=[C:3]1Br.[F:8][C:9]1[CH:14]=[C:13]([F:15])[CH:12]=[CH:11][C:10]=1B(O)O.C1(P(C2C=CC=CC=2)C2C=CC=CC=2)C=CC=CC=1.C(=O)([O-])[O-].[Na+].[Na+]. The catalyst is C([O-])(=O)C.[Pd+2].C([O-])(=O)C.O.COCCOC. The product is [CH3:1][N:2]1[CH:6]=[CH:5][N:4]=[C:3]1[C:12]1[CH:11]=[CH:10][C:9]([F:8])=[CH:14][C:13]=1[F:15]. The yield is 0.850. (6) The reactants are [CH3:1][O:2][C:3](=[O:15])[CH:4]([NH:7][C:8]([O:10][C:11]([CH3:14])([CH3:13])[CH3:12])=[O:9])[CH2:5][OH:6].[H-].[Na+].[H][H].[CH2:20](Br)[C:21]1[CH:26]=[CH:25][CH:24]=[CH:23][CH:22]=1. The catalyst is CN(C)C=O. The product is [CH3:1][O:2][C:3](=[O:15])[C@@H:4]([NH:7][C:8]([O:10][C:11]([CH3:12])([CH3:14])[CH3:13])=[O:9])[CH2:5][O:6][CH2:20][C:21]1[CH:26]=[CH:25][C:24]([C:21]2[CH:26]=[CH:25][CH:24]=[CH:23][CH:22]=2)=[CH:23][CH:22]=1. The yield is 0.600.